Dataset: NCI-60 drug combinations with 297,098 pairs across 59 cell lines. Task: Regression. Given two drug SMILES strings and cell line genomic features, predict the synergy score measuring deviation from expected non-interaction effect. Drug 1: CNC(=O)C1=CC=CC=C1SC2=CC3=C(C=C2)C(=NN3)C=CC4=CC=CC=N4. Drug 2: CC(C)(C#N)C1=CC(=CC(=C1)CN2C=NC=N2)C(C)(C)C#N. Cell line: SK-OV-3. Synergy scores: CSS=-4.53, Synergy_ZIP=-0.211, Synergy_Bliss=-1.78, Synergy_Loewe=-4.31, Synergy_HSA=-3.52.